Dataset: Full USPTO retrosynthesis dataset with 1.9M reactions from patents (1976-2016). Task: Predict the reactants needed to synthesize the given product. (1) Given the product [CH3:9][O:8][C:6]1[CH:5]=[CH:4][N:3]=[C:2]([NH:24][N:23]=[C:10]([C:11]2[CH:16]=[CH:15][CH:14]=[CH:13][CH:12]=2)[C:17]2[CH:22]=[CH:21][CH:20]=[CH:19][CH:18]=2)[CH:7]=1, predict the reactants needed to synthesize it. The reactants are: Cl[C:2]1[CH:7]=[C:6]([O:8][CH3:9])[CH:5]=[CH:4][N:3]=1.[C:10](=[N:23][NH2:24])([C:17]1[CH:22]=[CH:21][CH:20]=[CH:19][CH:18]=1)[C:11]1[CH:16]=[CH:15][CH:14]=[CH:13][CH:12]=1.C1(B(O)O)C=CC=CC=1.C1(P(C2C=CC=CC=2)C2C=CC3C(=CC=CC=3)C=2C2C3C(=CC=CC=3)C=CC=2P(C2C=CC=CC=2)C2C=CC=CC=2)C=CC=CC=1. (2) Given the product [NH2:18][C:19]1[N:20]=[C:21]([C:41]2[CH:42]=[CH:43][CH:44]=[CH:45][CH:46]=2)[C:22]2[C:31](=[O:32])[C:30]3[C:25](=[C:26]([C:12]4[CH:11]=[N:10][C:9]([F:8])=[CH:14][CH:13]=4)[CH:27]=[CH:28][CH:29]=3)[C:23]=2[N:24]=1, predict the reactants needed to synthesize it. The reactants are: O1CCOCC1.O.[F:8][C:9]1[CH:14]=[CH:13][C:12](B(O)O)=[CH:11][N:10]=1.[NH2:18][C:19]1[N:20]=[C:21]([C:41]2[CH:46]=[CH:45][C:44](F)=[CH:43][CH:42]=2)[C:22]2[C:31](=[O:32])[C:30]3[C:25](=[C:26](OS(C(F)(F)F)(=O)=O)[CH:27]=[CH:28][CH:29]=3)[C:23]=2[N:24]=1.C([O-])([O-])=O.[K+].[K+]. (3) Given the product [O:18]1[CH2:19][CH2:20][N:15]([C:2]2[CH:11]=[C:10]([N+:12]([O-:14])=[O:13])[CH:9]=[CH:8][C:3]=2[C:4]([OH:6])=[O:5])[CH2:16][CH2:17]1.[NH:15]1[CH2:20][CH2:19][O:18][CH2:17][CH2:16]1, predict the reactants needed to synthesize it. The reactants are: F[C:2]1[CH:11]=[C:10]([N+:12]([O-:14])=[O:13])[CH:9]=[CH:8][C:3]=1[C:4]([O:6]C)=[O:5].[NH:15]1[CH2:20][CH2:19][O:18][CH2:17][CH2:16]1. (4) The reactants are: [CH2:1]([NH:3][C:4]([NH:6][C:7]1[CH:12]=[CH:11][C:10]([C:13]2[N:14]=[C:15]([N:23]3[CH2:28][CH2:27][O:26][CH2:25][CH2:24]3)[C:16]3[CH2:22][CH2:21][NH:20][CH2:19][C:17]=3[N:18]=2)=[CH:9][CH:8]=1)=[O:5])[CH3:2].[Cl:29][C:30]1[CH:35]=[N:34][C:33](Cl)=[CH:32][N:31]=1.CN(C)C=O.C(N(CC)C(C)C)(C)C. Given the product [Cl:29][C:30]1[N:31]=[CH:32][C:33]([N:20]2[CH2:21][CH2:22][C:16]3[C:15]([N:23]4[CH2:24][CH2:25][O:26][CH2:27][CH2:28]4)=[N:14][C:13]([C:10]4[CH:9]=[CH:8][C:7]([NH:6][C:4]([NH:3][CH2:1][CH3:2])=[O:5])=[CH:12][CH:11]=4)=[N:18][C:17]=3[CH2:19]2)=[N:34][CH:35]=1, predict the reactants needed to synthesize it. (5) Given the product [NH2:1][CH2:4][CH2:5][CH2:6][N:7]1[C:11]([C:12]2[CH:13]=[CH:14][N:15]=[CH:16][CH:17]=2)=[C:10]([C:18]2[CH:23]=[CH:22][C:21]([F:24])=[CH:20][CH:19]=2)[N:9]=[CH:8]1, predict the reactants needed to synthesize it. The reactants are: [N:1]([CH2:4][CH2:5][CH2:6][N:7]1[C:11]([C:12]2[CH:17]=[CH:16][N:15]=[CH:14][CH:13]=2)=[C:10]([C:18]2[CH:23]=[CH:22][C:21]([F:24])=[CH:20][CH:19]=2)[N:9]=[CH:8]1)=[N+]=[N-].[H-].[H-].[H-].[H-].[Li+].[Al+3].CCOC(C)=O.